Dataset: Catalyst prediction with 721,799 reactions and 888 catalyst types from USPTO. Task: Predict which catalyst facilitates the given reaction. (1) Reactant: [Cl:1][C:2]1[CH:10]=[CH:9][C:8]2[NH:7][C:6]3[CH2:11][CH2:12][N:13]([CH3:15])[CH2:14][C:5]=3[C:4]=2[CH:3]=1.[H-].[Na+].[CH3:18][C:19]1[CH:24]=[C:23]([C:25]2([CH3:28])[CH2:27][O:26]2)[CH:22]=[C:21]([CH3:29])[N:20]=1. Product: [Cl:1][C:2]1[CH:10]=[CH:9][C:8]2[N:7]([CH2:28][C:25]([C:23]3[CH:24]=[C:19]([CH3:18])[N:20]=[C:21]([CH3:29])[CH:22]=3)([OH:26])[CH3:27])[C:6]3[CH2:11][CH2:12][N:13]([CH3:15])[CH2:14][C:5]=3[C:4]=2[CH:3]=1. The catalyst class is: 3. (2) Reactant: Br[C:2]1[CH:3]=[C:4]2[C:14](=[CH:15][CH:16]=1)[O:13][C:7]1([CH2:12][CH2:11][CH2:10][O:9][CH2:8]1)[CH2:6][C:5]2=[O:17].[Br-].[CH:19]1([Zn+])[CH2:24][CH2:23][CH2:22][CH2:21][CH2:20]1. Product: [CH:19]1([C:2]2[CH:3]=[C:4]3[C:14](=[CH:15][CH:16]=2)[O:13][C:7]2([CH2:12][CH2:11][CH2:10][O:9][CH2:8]2)[CH2:6][C:5]3=[O:17])[CH2:24][CH2:23][CH2:22][CH2:21][CH2:20]1. The catalyst class is: 540. (3) Reactant: [CH2:1]([C:5]1[C:6]([C:16]([OH:18])=O)=[N:7][O:8][C:9]=1[C:10]1[CH:15]=[CH:14][CH:13]=[CH:12][CH:11]=1)[CH2:2][CH2:3][CH3:4].[Li].O/[N:21]=[C:22](/[C:24]1[CH:41]=[CH:40][C:27]([CH2:28][N:29]2[CH2:32][CH:31]([C:33]([O:35][C:36]([CH3:39])([CH3:38])[CH3:37])=[O:34])[CH2:30]2)=[CH:26][CH:25]=1)\[NH2:23].Cl.C(N=C=NCCCN(C)C)C.C1C=CC2N(O)N=NC=2C=1. Product: [CH2:1]([C:5]1[C:6]([C:16]2[O:18][N:23]=[C:22]([C:24]3[CH:25]=[CH:26][C:27]([CH2:28][N:29]4[CH2:30][CH:31]([C:33]([O:35][C:36]([CH3:37])([CH3:39])[CH3:38])=[O:34])[CH2:32]4)=[CH:40][CH:41]=3)[N:21]=2)=[N:7][O:8][C:9]=1[C:10]1[CH:11]=[CH:12][CH:13]=[CH:14][CH:15]=1)[CH2:2][CH2:3][CH3:4]. The catalyst class is: 9. (4) Reactant: [CH:1]1([NH:6][C:7]2[N:12]=[C:11](Cl)[N:10]=[C:9]([Cl:14])[N:8]=2)[CH2:5][CH2:4][CH2:3][CH2:2]1.[N:15]1([C:21]2[N:26]=[CH:25][C:24]([NH2:27])=[CH:23][CH:22]=2)[CH2:20][CH2:19][O:18][CH2:17][CH2:16]1. Product: [Cl:14][C:9]1[N:8]=[C:7]([NH:6][CH:1]2[CH2:2][CH2:3][CH2:4][CH2:5]2)[N:12]=[C:11]([NH:27][C:24]2[CH:25]=[N:26][C:21]([N:15]3[CH2:16][CH2:17][O:18][CH2:19][CH2:20]3)=[CH:22][CH:23]=2)[N:10]=1. The catalyst class is: 452. (5) Reactant: [C:1]([C:5]1[CH:6]=[C:7]([NH:23][S:24]([CH3:27])(=[O:26])=[O:25])[C:8]([O:21][CH3:22])=[C:9]([NH:11][C:12](=[O:20])OC2C=CC=CC=2)[CH:10]=1)([CH3:4])([CH3:3])[CH3:2].[NH2:28][C:29]1[C:38]2[C:33](=[CH:34][CH:35]=[CH:36][CH:37]=2)[C:32]([O:39][C:40]2[CH:45]=[CH:44][N:43]=[C:42]([NH:46][C:47]3[CH:52]=[CH:51][C:50]([C:53]4[N:54]=[N:55][NH:56][N:57]=4)=[C:49]([O:58][CH3:59])[CH:48]=3)[CH:41]=2)=[CH:31][CH:30]=1.CCN(CC)CC. Product: [C:1]([C:5]1[CH:10]=[C:9]([NH:11][C:12]([NH:28][C:29]2[C:38]3[C:33](=[CH:34][CH:35]=[CH:36][CH:37]=3)[C:32]([O:39][C:40]3[CH:45]=[CH:44][N:43]=[C:42]([NH:46][C:47]4[CH:52]=[CH:51][C:50]([C:53]5[N:54]=[N:55][NH:56][N:57]=5)=[C:49]([O:58][CH3:59])[CH:48]=4)[CH:41]=3)=[CH:31][CH:30]=2)=[O:20])[C:8]([O:21][CH3:22])=[C:7]([NH:23][S:24]([CH3:27])(=[O:25])=[O:26])[CH:6]=1)([CH3:3])([CH3:2])[CH3:4]. The catalyst class is: 1. (6) Reactant: Cl.[CH3:2][CH:3]1[CH2:8][CH2:7][CH2:6][CH2:5][N:4]1[C:9]1[CH:18]=[CH:17][C:12]([C:13]([O:15]C)=[O:14])=[CH:11][C:10]=1[C:19]([F:22])([F:21])[F:20]. Product: [CH3:2][CH:3]1[CH2:8][CH2:7][CH2:6][CH2:5][N:4]1[C:9]1[CH:18]=[CH:17][C:12]([C:13]([OH:15])=[O:14])=[CH:11][C:10]=1[C:19]([F:21])([F:20])[F:22]. The catalyst class is: 33. (7) Reactant: [Cl:1][C:2]1[CH:3]=[N:4][C:5]([N:12]2[CH2:16][CH2:15][CH2:14][CH:13]2[C:17]2[CH:22]=[CH:21][CH:20]=[CH:19][CH:18]=2)=[C:6]([CH:11]=1)[C:7]([O:9]C)=[O:8]. Product: [Cl:1][C:2]1[CH:3]=[N:4][C:5]([N:12]2[CH2:16][CH2:15][CH2:14][CH:13]2[C:17]2[CH:22]=[CH:21][CH:20]=[CH:19][CH:18]=2)=[C:6]([CH:11]=1)[C:7]([OH:9])=[O:8]. The catalyst class is: 273.